From a dataset of Forward reaction prediction with 1.9M reactions from USPTO patents (1976-2016). Predict the product of the given reaction. Given the reactants [H-].[Na+].[CH3:3][O:4][C:5](=[O:12])[CH:6]=[C:7]1[CH2:11][CH2:10][CH2:9][NH:8]1.[C:13]([C:15]1[CH:16]=[C:17]([CH:20]=[CH:21][CH:22]=1)[CH2:18]Br)#[N:14].Cl, predict the reaction product. The product is: [CH3:3][O:4][C:5](=[O:12])[C:6](=[C:7]1[CH2:11][CH2:10][CH2:9][NH:8]1)[CH2:18][C:17]1[CH:20]=[CH:21][CH:22]=[C:15]([C:13]#[N:14])[CH:16]=1.